Predict the reactants needed to synthesize the given product. From a dataset of Full USPTO retrosynthesis dataset with 1.9M reactions from patents (1976-2016). Given the product [CH2:20]([O:24][C:25]1[CH:30]=[CH:29][C:28]([O:4][C:1](=[O:3])[N:10]([CH3:11])[C@H:9]2[CH2:8][NH:7][C:6]2=[O:5])=[CH:27][CH:26]=1)[CH2:21][CH2:22][CH3:23], predict the reactants needed to synthesize it. The reactants are: [C:1]([O-:4])(=[O:3])C.[O:5]=[C:6]1[C@@H:9]([NH3+:10])[CH2:8][NH:7]1.[CH3:11]CN(C(C)C)C(C)C.[CH2:20]([O:24][C:25]1[CH:30]=[CH:29][C:28](C2C=CN(C([O-])=O)C(=O)C=2C)=[CH:27][CH:26]=1)[CH2:21][CH2:22][CH3:23].